This data is from Full USPTO retrosynthesis dataset with 1.9M reactions from patents (1976-2016). The task is: Predict the reactants needed to synthesize the given product. (1) Given the product [Cl:21][C:22]1[CH:23]=[C:24]2[C:28](=[CH:29][CH:30]=1)[NH:27][CH:26]=[C:25]2[CH2:31][CH2:32][NH:33][C:11]([C:8]1[N:7]=[C:6]([CH2:5][C:4]2[CH:16]=[CH:17][C:18]([F:19])=[C:2]([F:1])[CH:3]=2)[O:10][N:9]=1)=[O:13], predict the reactants needed to synthesize it. The reactants are: [F:1][C:2]1[CH:3]=[C:4]([CH:16]=[CH:17][C:18]=1[F:19])[CH2:5][C:6]1[O:10][N:9]=[C:8]([C:11]([O:13]CC)=O)[N:7]=1.Cl.[Cl:21][C:22]1[CH:23]=[C:24]2[C:28](=[CH:29][CH:30]=1)[NH:27][CH:26]=[C:25]2[CH2:31][CH2:32][NH2:33].CN(C(ON1N=NC2C=CC=NC1=2)=[N+](C)C)C.F[P-](F)(F)(F)(F)F.C(N(CC)C(C)C)(C)C. (2) Given the product [CH3:21][N:22]([CH3:28])[C@@H:23]1[CH2:27][CH2:26][N:25]([CH2:2][CH2:3][CH2:4][O:5][C:6]2[CH:11]=[CH:10][C:9]([C:12]3[CH:17]=[CH:16][C:15]([C:18]#[N:19])=[C:14]([F:20])[CH:13]=3)=[CH:8][CH:7]=2)[CH2:24]1, predict the reactants needed to synthesize it. The reactants are: Cl[CH2:2][CH2:3][CH2:4][O:5][C:6]1[CH:11]=[CH:10][C:9]([C:12]2[CH:17]=[CH:16][C:15]([C:18]#[N:19])=[C:14]([F:20])[CH:13]=2)=[CH:8][CH:7]=1.[CH3:21][N:22]([CH3:28])[C@@H:23]1[CH2:27][CH2:26][NH:25][CH2:24]1.